Predict the reactants needed to synthesize the given product. From a dataset of Full USPTO retrosynthesis dataset with 1.9M reactions from patents (1976-2016). (1) Given the product [Br:10][C:7]1[CH:6]=[C:5]([F:8])[C:4]([F:9])=[CH:3][C:2]=1[Cl:1], predict the reactants needed to synthesize it. The reactants are: [Cl:1][C:2]1[CH:7]=[CH:6][C:5]([F:8])=[C:4]([F:9])[CH:3]=1.[Br:10]N1C(C)(C)C(=O)N(Br)C1=O.S(=O)(=O)(O)O. (2) Given the product [CH2:1]([C@@H:8]([C:9]([NH:33][C:30]1[S:31][CH:32]=[C:28]([C:23]2[CH:24]=[CH:25][C:26]([Cl:27])=[C:21]([Cl:20])[CH:22]=2)[N:29]=1)=[O:11])[CH2:12][C:13]([OH:15])=[O:14])[C:2]1[CH:3]=[CH:4][CH:5]=[CH:6][CH:7]=1, predict the reactants needed to synthesize it. The reactants are: [CH2:1]([C@H:8]([CH2:12][C:13]([O:15]C(C)(C)C)=[O:14])[C:9]([OH:11])=O)[C:2]1[CH:7]=[CH:6][CH:5]=[CH:4][CH:3]=1.[Cl:20][C:21]1[CH:22]=[C:23]([C:28]2[N:29]=[C:30]([NH2:33])[S:31][CH:32]=2)[CH:24]=[CH:25][C:26]=1[Cl:27]. (3) Given the product [OH:23][C:19]1[CH:18]=[C:17]([N:14]2[CH:3]=[C:4]([C:5]3[CH:10]=[CH:9][CH:8]=[C:7]([OH:11])[CH:6]=3)[N:16]=[N:15]2)[CH:22]=[CH:21][CH:20]=1, predict the reactants needed to synthesize it. The reactants are: C[Si](C)(C)[C:3]#[C:4][C:5]1[CH:6]=[C:7]([OH:11])[CH:8]=[CH:9][CH:10]=1.[N:14]([C:17]1[CH:18]=[C:19]([OH:23])[CH:20]=[CH:21][CH:22]=1)=[N+:15]=[N-:16].N1C=CC=CC=1C1C=CC=CN=1. (4) Given the product [CH2:37]([O:36][P:35]([CH2:23][NH:20][C:1]([C:8]1[CH:13]=[CH:12][CH:11]=[CH:10][CH:9]=1)([C:14]1[CH:15]=[CH:16][CH:17]=[CH:18][CH:19]=1)[C:2]1[CH:3]=[CH:4][CH:5]=[CH:6][CH:7]=1)(=[O:44])[O:34][CH2:27][C:28]1[CH:29]=[CH:30][CH:31]=[CH:32][CH:33]=1)[C:38]1[CH:39]=[CH:40][CH:41]=[CH:42][CH:43]=1, predict the reactants needed to synthesize it. The reactants are: [C:1]([NH2:20])([C:14]1[CH:19]=[CH:18][CH:17]=[CH:16][CH:15]=1)([C:8]1[CH:13]=[CH:12][CH:11]=[CH:10][CH:9]=1)[C:2]1[CH:7]=[CH:6][CH:5]=[CH:4][CH:3]=1.C=O.[C:23](O)(=O)C.[CH2:27]([O:34][P:35]([O-:44])[O:36][CH2:37][C:38]1[CH:43]=[CH:42][CH:41]=[CH:40][CH:39]=1)[C:28]1[CH:33]=[CH:32][CH:31]=[CH:30][CH:29]=1. (5) Given the product [NH2:1][C:2]1[CH:7]=[CH:6][CH:5]=[C:4]2[C:3]=1[CH:11]([OH:12])[N:18]([CH2:13][CH2:14][CH2:15][CH2:16][CH3:17])[CH:9]=[N:8]2, predict the reactants needed to synthesize it. The reactants are: [NH2:1][C:2]1[C:3]([CH:11]=[O:12])=[C:4]([NH:8][CH:9]=O)[CH:5]=[CH:6][CH:7]=1.[CH2:13]([NH2:18])[CH2:14][CH2:15][CH2:16][CH3:17]. (6) Given the product [F:24][C:2]([F:1])([F:23])[C:3]1[CH:4]=[C:5]([N:13]2[CH2:17][CH2:16][CH:15]([S:18]([CH2:19][C:20]([OH:22])=[O:21])=[O:25])[CH2:14]2)[CH:6]=[C:7]([C:9]([F:11])([F:10])[F:12])[CH:8]=1, predict the reactants needed to synthesize it. The reactants are: [F:1][C:2]([F:24])([F:23])[C:3]1[CH:4]=[C:5]([N:13]2[CH2:17][CH2:16][CH:15]([S:18][CH2:19][C:20]([OH:22])=[O:21])[CH2:14]2)[CH:6]=[C:7]([C:9]([F:12])([F:11])[F:10])[CH:8]=1.[OH:25]OS([O-])=O.[K+].S(OOS([O-])(=O)=O)([O-])(=O)=O.